From a dataset of Experimentally validated miRNA-target interactions with 360,000+ pairs, plus equal number of negative samples. Binary Classification. Given a miRNA mature sequence and a target amino acid sequence, predict their likelihood of interaction. (1) The miRNA is hsa-miR-1231 with sequence GUGUCUGGGCGGACAGCUGC. The protein sequence of the target gene is MSYDRAITVFSPDGHLFQVEYAQEAVKKGSTAVGVRGRDIVVLGVEKKSVAKLQDERTVRKICALDDNVCMAFAGLTADARIVINRARVECQSHRLTVEDPVTVEYITRYIASLKQRYTQSNGRRPFGISALIVGFDFDGTPRLYQTDPSGTYHAWKANAIGRGAKSVREFLEKNYTDEAIETDDLTIKLVIKALLEVVQSGGKNIELAVMRRDQSLKILNPEEIEKYVAEIEKEKEENEKKKQKKAS. Result: 0 (no interaction). (2) The miRNA is hsa-miR-4480 with sequence AGCCAAGUGGAAGUUACUUUA. The protein sequence of the target gene is MSIEIESSDVIRLIMQYLKENSLHRALATLQEETTVSLNTVDSIESFVADINSGHWDTVLQAIQSLKLPDKTLIDLYEQVVLELIELRELGAARSLLRQTDPMIMLKQTQPERYIHLENLLARSYFDPREAYPDGSSKEKRRAAIAQALAGEVSVVPPSRLMALLGQALKWQQHQGLLPPGMTIDLFRGKAAVKDVEEEKFPTQLSRHIKFGQKSHVECARFSPDGQYLVTGSVDGFIEVWNFTTGKIRKDLKYQAQDNFMMMDDAVLCMCFSRDTEMLATGAQDGKIKVWKIQSGQCLR.... Result: 1 (interaction). (3) The miRNA is hsa-miR-6072 with sequence UCCUCAUCACACUGCACCUUAG. The protein sequence of the target gene is MTETTKTHVILLACGSFNPITKGHIQMFERARDYLHKTGRFIVIGGIVSPVHDSYGKQGLVSSRHRLIMCQLAVQNSDWIRVDPWECYQDTWQTTCSVLEHHRDLMKRVTGCILSNVNTPSMTPVIGQPQHENTQPIYQNSNVPTKPTAAKILGKVGESLSRICCVRPPVERFTFVDENANLGTVMRYEEIELRILLLCGSDLLESFCIPGLWNEADMEVIVGDFGIVVVPRDAADTDRIMNHSSILRKYKNNIMVVKDDINHPMSVVSSTKSRLALQHGDGHVVDYLSQPVIDYILKSQ.... Result: 0 (no interaction). (4) The miRNA is hsa-miR-335-5p with sequence UCAAGAGCAAUAACGAAAAAUGU. The protein sequence of the target gene is MAEEKGGKQVLEESAFEEMERDFQGVLHELSGDKSLEKFRIEYERLHAVMKKSYDNEKRLMAKCRELNAEIVVNSAKVATALKLSQDDQTTIASLKKEIEKAWKMVDSAYDKEQKAKETILALKEEIVNLTKLVEQGSGLSMDQHSNIRDLLRFKEEVTKERDQLLSEVVKLRESLAQTTEQQQETERSKEEAEHAISQFQQEIQQRQNEASREFRKKEKLEKELKQIQADMDSRQTEIKALQQYVQKSKEELQKLEQQLKEQKILNERAAKELEQFQMRNAKLQQENEQHSLVCEQLSQ.... Result: 1 (interaction). (5) The miRNA is hsa-miR-1252-5p with sequence AGAAGGAAAUUGAAUUCAUUUA. The protein sequence of the target gene is MSTASSSSSQTPHSAPQRMRRSTAGSPPAAAGSGTGPAGSCAPAAGAGRLLQPIRATVPYQLLRGSQHSPTRPAAAATAAAALGSLSGPGGARGPSPSSPTPPPAAAPAEQAPRAKGRPRRSPESRRRSSSPERRSPGSPVCRVDRPKSQHIRTSSTIRRTSSLDTITGPYLTGQWPRDPHVHYPSCMRDKATQTPSCWAEEGAEKRSHQRSASWGSADQLKEIAKLRQQLQRSKQSSRHSKEKDRQSPLHGNHITISHTQAIGSRSVPMPLSNISVPKSSVSRVPCNVEGISPELEKVF.... Result: 0 (no interaction). (6) The miRNA is hsa-miR-4691-5p with sequence GUCCUCCAGGCCAUGAGCUGCGG. The protein sequence of the target gene is MAAEVYFGDLELFEPFDHPEESIPKPVHTRFKDDDGDEEDENGVGDAELRERLRQCEETIEQLRAENQELKRKLNILTRPSGILVNDTKLDGPILQILFMNNAISKQYHQEIEEFVSNLVKRFEEQQKNDVEKTSFNLLPQPSSIVLEEDHKVEESCAIKNNKEAFSVVGSVLYFTNFCLDKLGQPLLNENPQLSEGWEIPKYHQVFSHIVSLEGQEIQVKAKRPKPHCFNCGSEEHQMKDCPMPRNAARISEKRKEYMDACGEANNQNFQQRYHAEEVEERFGRFKPGVISEELQDALG.... Result: 1 (interaction). (7) The miRNA is hsa-miR-3121-3p with sequence UAAAUAGAGUAGGCAAAGGACA. The protein sequence of the target gene is MEDEMPKTLYVGNLSRDVTEALILQLFSQIGPCKNCKMIMDTAGNDPYCFVEFHEHRHAAAALAAMNGRKIMGKEVKVNWATTPSSQKKDTSSSTVVSTQRSQDHFHVFVGDLSPEITTEDIKAAFAPFGRISDARVVKDMATGKSKGYGFVSFFNKWDAENAIQQMGGQWLGGRQIRTNWATRKPPAPKSTYESNTKQLSYDEVVSQSSPNNCTVYCGGVTSGLTEQLMRQTFSPFGQIMEIRVFPDKGYSFVRFSSHESAAHAIVSVNGTTIEGHVVKCYWGKETLDMINPVQQQNQI.... Result: 0 (no interaction). (8) The protein sequence of the target gene is MLGTGPAVATASAATSSNVSVLQQFASGLKSRNEETRAKAAKELQHYVTMELREMSQEESTRFYDQLNHHIFELVSSSDANERKGGILAIASLIGVEGGNSTRIGRFANYLRNLLPSSDPVVMEMASKAIGRLAMAGDTFTAEYVEFEVKRALEWLGADRNEGRRHAAVLVLRELAISVPTFFFQQVQPFFDNIFVAVWDPKQAIREGAVAALRACLILTTQREPKEMQKPQWYRHTFEEAEKGFDETLAKEKGMNRDDRIHGALLILNELVRISSMEGERLREEMEEITQQQLVHDKYC.... The miRNA is hsa-miR-1200 with sequence CUCCUGAGCCAUUCUGAGCCUC. Result: 0 (no interaction).